Predict the reaction yield, written as a fraction of the theoretical maximum amount of product (1.0 means a 100% yield; for example, 0.34 means a 34% yield). From a dataset of Reaction yield outcomes from USPTO patents with 853,638 reactions. (1) The reactants are [F:1][C:2]([F:13])([F:12])[C:3]1[CH:8]=[CH:7][C:6]([CH:9]2[CH2:11][O:10]2)=[CH:5][CH:4]=1.[BrH:14]. The catalyst is C(Cl)(Cl)Cl. The product is [Br:14][CH:9]([C:6]1[CH:7]=[CH:8][C:3]([C:2]([F:13])([F:12])[F:1])=[CH:4][CH:5]=1)[CH2:11][OH:10]. The yield is 0.860. (2) The reactants are [O:1]=[C:2]1[C:10]2[C:5](=[CH:6][CH:7]=[CH:8][CH:9]=2)[C:4](=[O:11])[N:3]1[CH2:12][CH2:13][CH2:14][CH2:15][N:16]([CH2:27][C:28]1[N:32](S(O)(=O)=O)[C:31]2[CH2:37][CH2:38][CH2:39][CH2:40][C:30]=2[N:29]=1)[CH:17]1[C:26]2[N:25]=[CH:24][CH:23]=[CH:22][C:21]=2[CH2:20][CH2:19][CH2:18]1.Cl.[OH-].[Na+]. No catalyst specified. The product is [NH:29]1[C:30]2[CH2:40][CH2:39][CH2:38][CH2:37][C:31]=2[N:32]=[C:28]1[CH2:27][N:16]([CH:17]1[C:26]2[N:25]=[CH:24][CH:23]=[CH:22][C:21]=2[CH2:20][CH2:19][CH2:18]1)[CH2:15][CH2:14][CH2:13][CH2:12][N:3]1[C:2](=[O:1])[C:10]2[C:5](=[CH:6][CH:7]=[CH:8][CH:9]=2)[C:4]1=[O:11]. The yield is 0.640. (3) The reactants are CN(C(ON1N=NC2C=CC=CC1=2)=[N+](C)C)C.F[P-](F)(F)(F)(F)F.Cl.Cl.[CH3:27][C@H:28]1[C:36]2[C:35]([N:37]3[CH2:42][CH2:41][NH:40][CH2:39][CH2:38]3)=[N:34][CH:33]=[N:32][C:31]=2[CH2:30][CH2:29]1.[C:43]([O:47][C:48]([NH:50][CH2:51][C@H:52]([C:56]1[CH:61]=[CH:60][C:59]([Cl:62])=[CH:58][CH:57]=1)[C:53](O)=[O:54])=[O:49])([CH3:46])([CH3:45])[CH3:44].CCN(C(C)C)C(C)C.C([O-])([O-])=O.[Na+].[Na+]. The catalyst is C(Cl)Cl.CC(=O)OCC. The product is [Cl:62][C:59]1[CH:60]=[CH:61][C:56]([C@H:52]([C:53]([N:40]2[CH2:41][CH2:42][N:37]([C:35]3[C:36]4[C@H:28]([CH3:27])[CH2:29][CH2:30][C:31]=4[N:32]=[CH:33][N:34]=3)[CH2:38][CH2:39]2)=[O:54])[CH2:51][NH:50][C:48](=[O:49])[O:47][C:43]([CH3:46])([CH3:44])[CH3:45])=[CH:57][CH:58]=1. The yield is 1.00. (4) The reactants are [CH3:1][N:2]1[C:10]2[C:5](=[CH:6][CH:7]=[C:8]([N:11]3[CH:16]=[CH:15][C:14]([C:17]4[CH:22]=[CH:21][C:20]([CH3:23])=[CH:19][N:18]=4)=[CH:13][C:12]3=[O:24])[CH:9]=2)[C:4]2[CH2:25][CH2:26][N:27](C(OC(C)(C)C)=O)[CH2:28][C:3]1=2.C1(N)C(F)=C(F)C(F)=C(N)C=1F.[ClH:48].Cl. No catalyst specified. The product is [ClH:48].[ClH:48].[CH3:1][N:2]1[C:10]2[C:5](=[CH:6][CH:7]=[C:8]([N:11]3[CH:16]=[CH:15][C:14]([C:17]4[CH:22]=[CH:21][C:20]([CH3:23])=[CH:19][N:18]=4)=[CH:13][C:12]3=[O:24])[CH:9]=2)[C:4]2[CH2:25][CH2:26][NH:27][CH2:28][C:3]1=2. The yield is 0.150. (5) The reactants are [F:1][C:2]([F:15])([F:14])[O:3][C:4]1[CH:13]=[CH:12][C:7]2[N:8]=[C:9]([NH2:11])[S:10][C:6]=2[CH:5]=1.[F:16][C:17]1[CH:18]=[C:19]([CH:23]=[CH:24][CH:25]=1)[C:20](Cl)=[O:21].Br[CH:27]([CH2:32][CH3:33])[C:28]([O:30]C)=[O:29].COC1C=CC2N=C(N)SC=2C=1.ClC1C=C(C=CC=1)C(Cl)=O.BrCC(OCC)=O. No catalyst specified. The product is [F:16][C:17]1[CH:18]=[C:19]([CH:23]=[CH:24][CH:25]=1)[C:20]([N:11]=[C:9]1[N:8]([CH:27]([CH2:32][CH3:33])[C:28]([OH:30])=[O:29])[C:7]2[CH:12]=[CH:13][C:4]([O:3][C:2]([F:1])([F:14])[F:15])=[CH:5][C:6]=2[S:10]1)=[O:21]. The yield is 0.180. (6) The reactants are Cl[C:2]1[CH:7]=[C:6]([NH:8][C:9]2[CH:16]=[CH:15][C:14]([F:17])=[CH:13][C:10]=2[C:11]#[N:12])[C:5]([Cl:18])=[CH:4][N:3]=1.[CH3:19][C:20]1[CH:24]=[C:23]([NH2:25])[N:22]([CH:26]([CH3:28])[CH3:27])[N:21]=1.C(=O)([O-])[O-].[Cs+].[Cs+].C1C=CC(P(C2C(OC3C(P(C4C=CC=CC=4)C4C=CC=CC=4)=CC=CC=3)=CC=CC=2)C2C=CC=CC=2)=CC=1. The catalyst is O1CCOCC1.C([O-])(=O)C.[Pd+2].C([O-])(=O)C. The product is [Cl:18][C:5]1[C:6]([NH:8][C:9]2[CH:16]=[CH:15][C:14]([F:17])=[CH:13][C:10]=2[C:11]#[N:12])=[CH:7][C:2]([NH:25][C:23]2[N:22]([CH:26]([CH3:28])[CH3:27])[N:21]=[C:20]([CH3:19])[CH:24]=2)=[N:3][CH:4]=1. The yield is 0.128.